From a dataset of TCR-epitope binding with 47,182 pairs between 192 epitopes and 23,139 TCRs. Binary Classification. Given a T-cell receptor sequence (or CDR3 region) and an epitope sequence, predict whether binding occurs between them. (1) The epitope is KRWIILGLNK. The TCR CDR3 sequence is CASSPGQFAYEQYF. Result: 1 (the TCR binds to the epitope). (2) The epitope is RLFRKSNLK. The TCR CDR3 sequence is CASSPGLAGPYPLRDEQYF. Result: 0 (the TCR does not bind to the epitope). (3) The epitope is TLVPQEHYV. The TCR CDR3 sequence is CASSEAPRVGNQPQHF. Result: 0 (the TCR does not bind to the epitope). (4) Result: 0 (the TCR does not bind to the epitope). The epitope is FLASKIGRLV. The TCR CDR3 sequence is CASSQEKGTEAFF.